From a dataset of Peptide-MHC class I binding affinity with 185,985 pairs from IEDB/IMGT. Regression. Given a peptide amino acid sequence and an MHC pseudo amino acid sequence, predict their binding affinity value. This is MHC class I binding data. (1) The MHC is HLA-B44:02 with pseudo-sequence HLA-B44:02. The binding affinity (normalized) is 0.0847. The peptide sequence is RLWNGRRCR. (2) The peptide sequence is TTDDLVKSY. The MHC is HLA-A03:01 with pseudo-sequence HLA-A03:01. The binding affinity (normalized) is 0. (3) The peptide sequence is RQHGFTPSK. The MHC is HLA-A02:03 with pseudo-sequence HLA-A02:03. The binding affinity (normalized) is 0.0847. (4) The peptide sequence is ERLKIRASL. The MHC is HLA-B14:01 with pseudo-sequence HLA-B14:02. The binding affinity (normalized) is 0.365. (5) The peptide sequence is KTFIIHKNL. The MHC is HLA-A02:01 with pseudo-sequence HLA-A02:01. The binding affinity (normalized) is 0.154. (6) The peptide sequence is SVNEYHMLK. The MHC is HLA-A03:01 with pseudo-sequence HLA-A03:01. The binding affinity (normalized) is 0.833. (7) The peptide sequence is SENDRLRLL. The MHC is HLA-B08:01 with pseudo-sequence HLA-B08:01. The binding affinity (normalized) is 0.213. (8) The peptide sequence is VSAQNISFK. The MHC is HLA-A68:01 with pseudo-sequence HLA-A68:01. The binding affinity (normalized) is 0.607. (9) The peptide sequence is SGVESPGGYCL. The MHC is H-2-Db with pseudo-sequence H-2-Db. The binding affinity (normalized) is 0.0113.